The task is: Regression/Classification. Given a drug SMILES string, predict its absorption, distribution, metabolism, or excretion properties. Task type varies by dataset: regression for continuous measurements (e.g., permeability, clearance, half-life) or binary classification for categorical outcomes (e.g., BBB penetration, CYP inhibition). For this dataset (solubility_aqsoldb), we predict Y.. This data is from Aqueous solubility values for 9,982 compounds from the AqSolDB database. The drug is CCCCCCP(=O)(OCC)OCC. The Y is -2.57 log mol/L.